This data is from Merck oncology drug combination screen with 23,052 pairs across 39 cell lines. The task is: Regression. Given two drug SMILES strings and cell line genomic features, predict the synergy score measuring deviation from expected non-interaction effect. (1) Drug 1: Cn1nnc2c(C(N)=O)ncn2c1=O. Drug 2: NC(=O)c1cccc2cn(-c3ccc(C4CCCNC4)cc3)nc12. Cell line: HCT116. Synergy scores: synergy=60.8. (2) Drug 1: O=S1(=O)NC2(CN1CC(F)(F)F)C1CCC2Cc2cc(C=CCN3CCC(C(F)(F)F)CC3)ccc2C1. Drug 2: CC1CC2C3CCC4=CC(=O)C=CC4(C)C3(F)C(O)CC2(C)C1(O)C(=O)CO. Cell line: A427. Synergy scores: synergy=4.60. (3) Drug 1: CCC1=CC2CN(C1)Cc1c([nH]c3ccccc13)C(C(=O)OC)(c1cc3c(cc1OC)N(C)C1C(O)(C(=O)OC)C(OC(C)=O)C4(CC)C=CCN5CCC31C54)C2. Drug 2: C=CCn1c(=O)c2cnc(Nc3ccc(N4CCN(C)CC4)cc3)nc2n1-c1cccc(C(C)(C)O)n1. Cell line: OVCAR3. Synergy scores: synergy=-13.2.